This data is from NCI-60 drug combinations with 297,098 pairs across 59 cell lines. The task is: Regression. Given two drug SMILES strings and cell line genomic features, predict the synergy score measuring deviation from expected non-interaction effect. (1) Drug 1: C1=CN(C(=O)N=C1N)C2C(C(C(O2)CO)O)O.Cl. Drug 2: CC1=C(C(CCC1)(C)C)C=CC(=CC=CC(=CC(=O)O)C)C. Cell line: T-47D. Synergy scores: CSS=28.8, Synergy_ZIP=-0.242, Synergy_Bliss=1.01, Synergy_Loewe=-1.27, Synergy_HSA=3.44. (2) Drug 1: CC1CCC2CC(C(=CC=CC=CC(CC(C(=O)C(C(C(=CC(C(=O)CC(OC(=O)C3CCCCN3C(=O)C(=O)C1(O2)O)C(C)CC4CCC(C(C4)OC)O)C)C)O)OC)C)C)C)OC. Drug 2: CS(=O)(=O)CCNCC1=CC=C(O1)C2=CC3=C(C=C2)N=CN=C3NC4=CC(=C(C=C4)OCC5=CC(=CC=C5)F)Cl. Cell line: HS 578T. Synergy scores: CSS=11.5, Synergy_ZIP=1.95, Synergy_Bliss=10.2, Synergy_Loewe=7.69, Synergy_HSA=9.60. (3) Drug 1: CC12CCC(CC1=CCC3C2CCC4(C3CC=C4C5=CN=CC=C5)C)O. Drug 2: CCCCCOC(=O)NC1=NC(=O)N(C=C1F)C2C(C(C(O2)C)O)O. Cell line: HL-60(TB). Synergy scores: CSS=-7.52, Synergy_ZIP=2.21, Synergy_Bliss=-4.75, Synergy_Loewe=-9.78, Synergy_HSA=-10.1. (4) Drug 1: C1CN1C2=NC(=NC(=N2)N3CC3)N4CC4. Drug 2: CS(=O)(=O)OCCCCOS(=O)(=O)C. Cell line: HCT116. Synergy scores: CSS=49.2, Synergy_ZIP=-1.52, Synergy_Bliss=-1.96, Synergy_Loewe=-18.7, Synergy_HSA=1.94. (5) Drug 1: CC1=C2C(C(=O)C3(C(CC4C(C3C(C(C2(C)C)(CC1OC(=O)C(C(C5=CC=CC=C5)NC(=O)OC(C)(C)C)O)O)OC(=O)C6=CC=CC=C6)(CO4)OC(=O)C)OC)C)OC. Drug 2: C1=CC(=C2C(=C1NCCNCCO)C(=O)C3=C(C=CC(=C3C2=O)O)O)NCCNCCO. Cell line: SNB-75. Synergy scores: CSS=69.2, Synergy_ZIP=12.1, Synergy_Bliss=10.9, Synergy_Loewe=12.1, Synergy_HSA=15.6. (6) Drug 1: C1CCC(C1)C(CC#N)N2C=C(C=N2)C3=C4C=CNC4=NC=N3. Drug 2: B(C(CC(C)C)NC(=O)C(CC1=CC=CC=C1)NC(=O)C2=NC=CN=C2)(O)O. Cell line: OVCAR3. Synergy scores: CSS=-6.79, Synergy_ZIP=1.61, Synergy_Bliss=-5.53, Synergy_Loewe=-14.8, Synergy_HSA=-9.84. (7) Synergy scores: CSS=3.10, Synergy_ZIP=-1.88, Synergy_Bliss=-0.855, Synergy_Loewe=-9.05, Synergy_HSA=-5.25. Drug 2: CN(C)C1=NC(=NC(=N1)N(C)C)N(C)C. Drug 1: CN(C)N=NC1=C(NC=N1)C(=O)N. Cell line: MOLT-4. (8) Drug 1: CC1=C2C(C(=O)C3(C(CC4C(C3C(C(C2(C)C)(CC1OC(=O)C(C(C5=CC=CC=C5)NC(=O)OC(C)(C)C)O)O)OC(=O)C6=CC=CC=C6)(CO4)OC(=O)C)OC)C)OC. Drug 2: CC1=C2C(C(=O)C3(C(CC4C(C3C(C(C2(C)C)(CC1OC(=O)C(C(C5=CC=CC=C5)NC(=O)OC(C)(C)C)O)O)OC(=O)C6=CC=CC=C6)(CO4)OC(=O)C)O)C)O. Cell line: ACHN. Synergy scores: CSS=36.0, Synergy_ZIP=-8.62, Synergy_Bliss=-7.26, Synergy_Loewe=-5.20, Synergy_HSA=-2.06. (9) Drug 1: CNC(=O)C1=CC=CC=C1SC2=CC3=C(C=C2)C(=NN3)C=CC4=CC=CC=N4. Drug 2: CCC1(CC2CC(C3=C(CCN(C2)C1)C4=CC=CC=C4N3)(C5=C(C=C6C(=C5)C78CCN9C7C(C=CC9)(C(C(C8N6C=O)(C(=O)OC)O)OC(=O)C)CC)OC)C(=O)OC)O.OS(=O)(=O)O. Cell line: NCI-H226. Synergy scores: CSS=18.2, Synergy_ZIP=-0.0598, Synergy_Bliss=4.74, Synergy_Loewe=-5.05, Synergy_HSA=1.93. (10) Drug 1: CC12CCC3C(C1CCC2=O)CC(=C)C4=CC(=O)C=CC34C. Drug 2: CC1=C(C=C(C=C1)C(=O)NC2=CC(=CC(=C2)C(F)(F)F)N3C=C(N=C3)C)NC4=NC=CC(=N4)C5=CN=CC=C5. Cell line: MDA-MB-231. Synergy scores: CSS=45.2, Synergy_ZIP=-1.12, Synergy_Bliss=-0.434, Synergy_Loewe=-2.25, Synergy_HSA=-0.0629.